Task: Predict the reactants needed to synthesize the given product.. Dataset: Retrosynthesis with 50K atom-mapped reactions and 10 reaction types from USPTO (1) Given the product COC(=O)[C@@H]1CC[C@H](NC(C)=O)C1, predict the reactants needed to synthesize it. The reactants are: CC(=O)OC(C)=O.COC(=O)[C@@H]1CC[C@H](N)C1. (2) Given the product CC[C@@H]1C[C@H](Nc2ncc(OCCOC)c(Cc3cc(C(F)(F)F)cc(C(F)(F)F)c3)n2)c2nc(OC)ccc2N1C(=O)OCC(C)(C)C(=O)OC, predict the reactants needed to synthesize it. The reactants are: CC[C@@H]1C[C@H](Nc2ncc(O)c(Cc3cc(C(F)(F)F)cc(C(F)(F)F)c3)n2)c2nc(OC)ccc2N1C(=O)OCC(C)(C)C(=O)OC.COCCO. (3) Given the product CCOC(=O)CCC(C)Cc1ccc(F)cc1, predict the reactants needed to synthesize it. The reactants are: CCOC(=O)CCC(C)=Cc1ccc(F)cc1. (4) Given the product O=C(Nc1cc(-c2ccccc2)ccc1C(=O)O)c1cc(-c2cncnc2)ccc1O, predict the reactants needed to synthesize it. The reactants are: CC(C)(C)OC(=O)c1ccc(-c2ccccc2)cc1NC(=O)c1cc(-c2cncnc2)ccc1O. (5) Given the product CC(C)(C)OC(=O)CN(CC1CC1)c1ccc(C#N)c(C(F)(F)F)c1, predict the reactants needed to synthesize it. The reactants are: CC(C)(C)OC(=O)CBr.N#Cc1ccc(NCC2CC2)cc1C(F)(F)F. (6) Given the product COC(=O)CCc1cccc(CN(Cc2ccc3c(c2)OCO3)S(=O)(=O)c2ccccc2)c1, predict the reactants needed to synthesize it. The reactants are: COC(=O)CCc1cccc(CNCc2ccc3c(c2)OCO3)c1.O=S(=O)(Cl)c1ccccc1. (7) Given the product COc1ccc(C(=O)Nc2ccccc2)cc1NC(=S)Nc1ccc(Cl)cc1, predict the reactants needed to synthesize it. The reactants are: COc1ccc(C(=O)Nc2ccccc2)cc1N.S=C=Nc1ccc(Cl)cc1. (8) The reactants are: Cc1ccc(C(=O)Cl)cc1.Nc1c(C(O)(C(F)(F)F)C(F)(F)F)ccc2ccccc12. Given the product Cc1ccc(C(=O)Nc2c(C(O)(C(F)(F)F)C(F)(F)F)ccc3ccccc23)cc1, predict the reactants needed to synthesize it. (9) Given the product CN(CCN(c1ccc(C[C@H](NC2=NS(=O)(=O)c3ccccc32)C(=O)O)cc1)S(C)(=O)=O)C(=O)C1CCCCC1, predict the reactants needed to synthesize it. The reactants are: COC(=O)[C@H](Cc1ccc(N(CCN(C)C(=O)C2CCCCC2)S(C)(=O)=O)cc1)NC1=NS(=O)(=O)c2ccccc21.